Dataset: Forward reaction prediction with 1.9M reactions from USPTO patents (1976-2016). Task: Predict the product of the given reaction. (1) Given the reactants [F:1][C:2]1[CH:3]=[C:4]([NH:14][C:15](=[O:23])OC2C=CC=CC=2)[CH:5]=[CH:6][C:7]=1[CH2:8][CH2:9][S:10]([CH3:13])(=[O:12])=[O:11].[Cl:24][C:25]1[CH:26]=[C:27]([N:31]2[C:35]([CH2:36][NH2:37])=[CH:34][C:33]([CH:38]3[CH2:40][CH2:39]3)=[N:32]2)[CH:28]=[CH:29][CH:30]=1.C(N(C(C)C)C(C)C)C, predict the reaction product. The product is: [Cl:24][C:25]1[CH:26]=[C:27]([N:31]2[C:35]([CH2:36][NH:37][C:15]([NH:14][C:4]3[CH:5]=[CH:6][C:7]([CH2:8][CH2:9][S:10]([CH3:13])(=[O:11])=[O:12])=[C:2]([F:1])[CH:3]=3)=[O:23])=[CH:34][C:33]([CH:38]3[CH2:39][CH2:40]3)=[N:32]2)[CH:28]=[CH:29][CH:30]=1. (2) Given the reactants C(OC(C1(S(C2C=CC(C3C=NC(CCCC(F)(F)F)=CN=3)=CC=2)(=O)=O)CCOCC1)=O)(C)(C)C.[ClH:36].[OH:37][NH:38][C:39]([C:41]1([S:47]([C:50]2[CH:55]=[CH:54][C:53]([C:56]3[CH:61]=[N:60][C:59]([CH2:62][CH2:63][C:64]([F:70])([F:69])[C:65](F)(F)F)=[CH:58][N:57]=3)=[CH:52][CH:51]=2)(=[O:49])=[O:48])[CH2:46][CH2:45][O:44][CH2:43][CH2:42]1)=[O:40].I.ICCC(=O)C.COCCN(S(F)(F)F)CCOC.C([O-])(O)=O.[Na+], predict the reaction product. The product is: [ClH:36].[F:70][C:64]([F:69])([CH3:65])[CH2:63][CH2:62][C:59]1[N:60]=[CH:61][C:56]([C:53]2[CH:54]=[CH:55][C:50]([S:47]([C:41]3([C:39]([NH:38][OH:37])=[O:40])[CH2:42][CH2:43][O:44][CH2:45][CH2:46]3)(=[O:49])=[O:48])=[CH:51][CH:52]=2)=[N:57][CH:58]=1. (3) Given the reactants Cl[C:2]1[C:8]2[CH:9]=[CH:10][CH:11]=[CH:12][C:7]=2[S:6][C:5]2[CH:13]=[CH:14][CH:15]=[CH:16][C:4]=2[N:3]=1.OCCO[CH:21]([N:23]1[CH2:28][CH2:27][NH:26][CH2:25][CH2:24]1)[CH3:22].[C:29](=[O:32])(O)[O-].[C:33](=O)(O)[OH:34].[Na+].Cl, predict the reaction product. The product is: [OH:34][CH2:33][CH2:29][O:32][CH2:22][CH2:21][N:23]1[CH2:24][CH2:25][N:26]([C:2]2[C:8]3[CH:9]=[CH:10][CH:11]=[CH:12][C:7]=3[S:6][C:5]3[CH:13]=[CH:14][CH:15]=[CH:16][C:4]=3[N:3]=2)[CH2:27][CH2:28]1. (4) Given the reactants Cl[C:2]1[CH:7]=[C:6]([C:8]2[CH:13]=[C:12]([Cl:14])[CH:11]=[CH:10][C:9]=2[O:15][CH3:16])[N:5]=[C:4]([CH3:17])[N:3]=1.[Cl:18][C:19]1[CH:25]=[CH:24][C:22]([NH2:23])=[CH:21][CH:20]=1, predict the reaction product. The product is: [Cl:14][C:12]1[CH:11]=[CH:10][C:9]([O:15][CH3:16])=[C:8]([C:6]2[N:5]=[C:4]([CH3:17])[N:3]=[C:2]([NH:23][C:22]3[CH:24]=[CH:25][C:19]([Cl:18])=[CH:20][CH:21]=3)[CH:7]=2)[CH:13]=1. (5) Given the reactants Br[C:2]1[CH:7]=[CH:6][C:5]([Br:8])=[CH:4][N:3]=1.C([Li])CCC.CCCCCC.[S:20]1[CH2:23][C:22](=[O:24])[CH2:21]1, predict the reaction product. The product is: [Br:8][C:5]1[CH:6]=[CH:7][C:2]([C:22]2([OH:24])[CH2:23][S:20][CH2:21]2)=[N:3][CH:4]=1. (6) Given the reactants [Cl:1][C:2]1[CH:7]=[C:6]([Cl:8])[CH:5]=[CH:4][C:3]=1[NH:9][C:10]1[N:14]([CH2:15][CH2:16][C:17]([O:19]CC)=[O:18])[C:13]2[C:22]([N:26]([CH2:29][CH3:30])[CH2:27][CH3:28])=[CH:23][CH:24]=[CH:25][C:12]=2[N:11]=1.[OH-].[Na+].Cl, predict the reaction product. The product is: [Cl:1][C:2]1[CH:7]=[C:6]([Cl:8])[CH:5]=[CH:4][C:3]=1[NH:9][C:10]1[N:14]([CH2:15][CH2:16][C:17]([OH:19])=[O:18])[C:13]2[C:22]([N:26]([CH2:27][CH3:28])[CH2:29][CH3:30])=[CH:23][CH:24]=[CH:25][C:12]=2[N:11]=1. (7) Given the reactants [Br:1][C:2]1[CH:3]=[CH:4][C:5](I)=[N:6][CH:7]=1.[NH2:9][CH2:10][CH2:11][NH:12][C:13](=[O:19])[O:14][C:15]([CH3:18])([CH3:17])[CH3:16], predict the reaction product. The product is: [Br:1][C:2]1[CH:3]=[CH:4][C:5]([NH:9][CH2:10][CH2:11][NH:12][C:13](=[O:19])[O:14][C:15]([CH3:17])([CH3:16])[CH3:18])=[N:6][CH:7]=1.